From a dataset of Aqueous solubility values for 9,982 compounds from the AqSolDB database. Regression/Classification. Given a drug SMILES string, predict its absorption, distribution, metabolism, or excretion properties. Task type varies by dataset: regression for continuous measurements (e.g., permeability, clearance, half-life) or binary classification for categorical outcomes (e.g., BBB penetration, CYP inhibition). For this dataset (solubility_aqsoldb), we predict Y. (1) The Y is -1.63 log mol/L. The compound is CCCCNC(=O)Nc1c(C)n(C)n(-c2ccccc2)c1=O. (2) The molecule is O=C(CCCCC(=O)Nc1c(I)cc(I)c(C(=O)O)c1I)Nc1c(I)cc(I)c(C(=O)O)c1I. The Y is -3.39 log mol/L. (3) The drug is CCCCCCCCCCCC[N+](C)(C)CC(O)CS(=O)(=O)[O-]. The Y is 0.287 log mol/L. (4) The molecule is CCCCCCCCOC(=O)c1ccc(N)cc1. The Y is -5.40 log mol/L. (5) The compound is Nc1ccc(S(=O)(=O)c2ccc(Cl)cc2)cc1. The Y is -4.13 log mol/L. (6) The molecule is Oc1ccccc1O. The Y is 0.612 log mol/L. (7) The compound is CNS(=O)(=O)c1cc(OC)c(N)cc1C. The Y is -2.58 log mol/L. (8) The compound is CC(=O)C(N=Nc1cc(C(=O)Nc2cc(C(F)(F)F)ccc2Oc2ccc(Cl)cc2)ccc1Cl)C(=O)Nc1cc(Cl)c(NC(=O)C(N=Nc2cc(C(=O)Nc3cc(C(F)(F)F)ccc3Oc3ccc(Cl)cc3)ccc2Cl)C(C)=O)cc1C. The Y is -7.69 log mol/L.